From a dataset of Reaction yield outcomes from USPTO patents with 853,638 reactions. Predict the reaction yield, written as a fraction of the theoretical maximum amount of product (1.0 means a 100% yield; for example, 0.34 means a 34% yield). (1) The reactants are [F:1][C:2]([F:7])([F:6])[C:3]([OH:5])=[O:4].C[O:9][C:10]1[CH:15]=[CH:14][CH:13]=[CH:12][C:11]=1[C:16]1[CH:21]=[CH:20][CH:19]=[C:18]([S:22]([C:25]2[CH:26]=[C:27]([C:32]([NH2:34])=[NH:33])[S:28][C:29]=2[S:30][CH3:31])(=[O:24])=[O:23])[CH:17]=1.B(Br)(Br)Br. No catalyst specified. The product is [F:1][C:2]([F:7])([F:6])[C:3]([OH:5])=[O:4].[OH:9][C:10]1[CH:15]=[CH:14][CH:13]=[CH:12][C:11]=1[C:16]1[CH:21]=[CH:20][CH:19]=[C:18]([S:22]([C:25]2[CH:26]=[C:27]([C:32]([NH2:34])=[NH:33])[S:28][C:29]=2[S:30][CH3:31])(=[O:24])=[O:23])[CH:17]=1. The yield is 0.770. (2) The reactants are Cl[CH2:2][C:3]([NH:5][C:6]1[CH:11]=[C:10]([C:12]2[N:13]([CH2:25][CH3:26])[C:14]3[C:19]([C:20]=2[C:21]#[N:22])=[CH:18][CH:17]=[C:16]([O:23][CH3:24])[CH:15]=3)[CH:9]=[CH:8][C:7]=1[OH:27])=[O:4].C([O-])([O-])=O.[K+].[K+]. The catalyst is CN(C=O)C. The product is [CH2:25]([N:13]1[C:14]2[C:19](=[CH:18][CH:17]=[C:16]([O:23][CH3:24])[CH:15]=2)[C:20]([C:21]#[N:22])=[C:12]1[C:10]1[CH:9]=[CH:8][C:7]2[O:27][CH2:2][C:3](=[O:4])[NH:5][C:6]=2[CH:11]=1)[CH3:26]. The yield is 0.900.